Dataset: Reaction yield outcomes from USPTO patents with 853,638 reactions. Task: Predict the reaction yield, written as a fraction of the theoretical maximum amount of product (1.0 means a 100% yield; for example, 0.34 means a 34% yield). (1) The reactants are [N:1]1([C:10]2[S:14][C:13]([C:15]([O:17]C)=[O:16])=[C:12]([NH:19][C:20](=[O:27])[C:21]3[CH:26]=[CH:25][CH:24]=[CH:23][CH:22]=3)[CH:11]=2)[C:5]2[CH:6]=[CH:7][CH:8]=[CH:9][C:4]=2[N:3]=[CH:2]1.[Li+].[OH-].Cl. The catalyst is O1CCOCC1. The product is [N:1]1([C:10]2[S:14][C:13]([C:15]([OH:17])=[O:16])=[C:12]([NH:19][C:20](=[O:27])[C:21]3[CH:22]=[CH:23][CH:24]=[CH:25][CH:26]=3)[CH:11]=2)[C:5]2[CH:6]=[CH:7][CH:8]=[CH:9][C:4]=2[N:3]=[CH:2]1. The yield is 0.360. (2) The reactants are [C:1]1([C:6]2[CH:28]=[CH:27][CH:26]=[CH:25][C:7]=2[CH2:8][N:9]([CH:22]2[CH2:24][CH2:23]2)[C:10]([C:12]2[C:13]([CH:19]([F:21])[F:20])=[N:14][N:15]([CH3:18])[C:16]=2[F:17])=[O:11])[CH2:5][CH2:4][CH2:3][CH:2]=1.[OH-].[Na+].[CH:31](Cl)([Cl:33])[Cl:32]. The catalyst is ClCCl.[Cl-].C([N+](CC)(CC)CC)C1C=CC=CC=1.O. The product is [CH:22]1([N:9]([CH2:8][C:7]2[CH:25]=[CH:26][CH:27]=[CH:28][C:6]=2[C:1]23[C:31]([Cl:33])([Cl:32])[CH:5]2[CH2:4][CH2:3][CH2:2]3)[C:10]([C:12]2[C:13]([CH:19]([F:20])[F:21])=[N:14][N:15]([CH3:18])[C:16]=2[F:17])=[O:11])[CH2:23][CH2:24]1. The yield is 0.510. (3) The product is [NH:4]1[C:12]2[C:7](=[CH:8][CH:9]=[C:10]([NH:13][C:14]([C:16]3[C:25](=[O:26])[C:24]4[C:19](=[CH:20][CH:21]=[CH:22][CH:23]=4)[NH:18][CH:17]=3)=[O:15])[CH:11]=2)[CH2:6][CH2:5]1. The yield is 0.200. The catalyst is C(O)C. The reactants are C([N:4]1[C:12]2[C:7](=[CH:8][CH:9]=[C:10]([NH:13][C:14]([C:16]3[C:25](=[O:26])[C:24]4[C:19](=[CH:20][CH:21]=[CH:22][CH:23]=4)[NH:18][CH:17]=3)=[O:15])[CH:11]=2)[CH2:6][CH2:5]1)(=O)C.[OH-].[Na+]. (4) The reactants are [CH:1]1([N:4]2[C:9](=[O:10])[C:8]3[C:11]([OH:17])=[CH:12][C:13](=[O:16])[N:14]([CH3:15])[C:7]=3[N:6]([C:18]3[CH:23]=[CH:22][CH:21]=[C:20]([N+:24]([O-:26])=[O:25])[CH:19]=3)[C:5]2=[O:27])[CH2:3][CH2:2]1.C(#N)C.[S:31](Cl)([C:34]1[CH:40]=[CH:39][C:37]([CH3:38])=[CH:36][CH:35]=1)(=[O:33])=[O:32]. The catalyst is C(N(CC)CC)C. The product is [CH:1]1([N:4]2[C:9](=[O:10])[C:8]3[C:11]([O:17][S:31]([C:34]4[CH:40]=[CH:39][C:37]([CH3:38])=[CH:36][CH:35]=4)(=[O:33])=[O:32])=[CH:12][C:13](=[O:16])[N:14]([CH3:15])[C:7]=3[N:6]([C:18]3[CH:23]=[CH:22][CH:21]=[C:20]([N+:24]([O-:26])=[O:25])[CH:19]=3)[C:5]2=[O:27])[CH2:2][CH2:3]1. The yield is 0.820. (5) The reactants are [CH3:1][CH2:2]/[CH:3]=[CH:4]\[CH2:5][C@H:6]1[C:10](=[O:11])[CH2:9][CH2:8][C@@H:7]1[CH2:12][C:13]([OH:15])=[O:14]. The catalyst is C1COCC1.[Pd]. The product is [O:11]=[C:10]1[CH2:9][CH2:8][CH:7]([CH2:12][C:13]([OH:15])=[O:14])[CH:6]1[CH2:5][CH2:4][CH2:3][CH2:2][CH3:1]. The yield is 1.00. (6) The reactants are [S:1]1[C:5]2=[CH:6][N:7]=[C:8](N)[CH:9]=[C:4]2[CH:3]=[CH:2]1.[FH:11].N1C=CC=CC=1.N([O-])=O.[Na+].[NH4+].[OH-]. No catalyst specified. The product is [F:11][C:8]1[CH:9]=[C:4]2[CH:3]=[CH:2][S:1][C:5]2=[CH:6][N:7]=1. The yield is 0.330.